From a dataset of Full USPTO retrosynthesis dataset with 1.9M reactions from patents (1976-2016). Predict the reactants needed to synthesize the given product. The reactants are: [Br:1][C:2]1[CH:3]=[CH:4][C:5]([CH:8]=[O:9])=[N:6][CH:7]=1.[N+:10]([CH:12](S(C1C=CC(C)=CC=1)(=O)=O)[CH3:13])#[C-:11].C([O-])([O-])=O.[K+].[K+]. Given the product [Br:1][C:2]1[CH:3]=[CH:4][C:5]([C:8]2[O:9][CH:11]=[N:10][C:12]=2[CH3:13])=[N:6][CH:7]=1, predict the reactants needed to synthesize it.